From a dataset of Forward reaction prediction with 1.9M reactions from USPTO patents (1976-2016). Predict the product of the given reaction. The product is: [CH2:1]([O:4][C:5]1([CH3:38])[CH2:10][CH2:9][N:8]([C:11]2[C:12]3[N:13]([N:28]=[C:29]([C:31]4[CH:36]=[CH:35][CH:34]=[C:33]([Br:37])[CH:32]=4)[CH:30]=3)[CH:14]=[C:15]([CH3:27])[C:16]=2[C@H:17]([O:22][C:23]([CH3:26])([CH3:25])[CH3:24])[C:18]([OH:20])=[O:19])[CH2:7][CH2:6]1)[CH:2]=[CH2:3]. Given the reactants [CH2:1]([O:4][C:5]1([CH3:38])[CH2:10][CH2:9][N:8]([C:11]2[C:12]3[N:13]([N:28]=[C:29]([C:31]4[CH:36]=[CH:35][CH:34]=[C:33]([Br:37])[CH:32]=4)[CH:30]=3)[CH:14]=[C:15]([CH3:27])[C:16]=2[C@H:17]([O:22][C:23]([CH3:26])([CH3:25])[CH3:24])[C:18]([O:20]C)=[O:19])[CH2:7][CH2:6]1)[CH:2]=[CH2:3].[OH-].[Na+], predict the reaction product.